Dataset: Full USPTO retrosynthesis dataset with 1.9M reactions from patents (1976-2016). Task: Predict the reactants needed to synthesize the given product. (1) Given the product [Cl:1][C:2]1[CH:7]=[CH:6][C:5]([CH2:8][N:9]2[CH2:13][CH2:12][S:11][C:10]2=[N:14][O:15][C:18](=[O:19])[NH:17][CH3:16])=[CH:4][N:3]=1, predict the reactants needed to synthesize it. The reactants are: [Cl:1][C:2]1[CH:7]=[CH:6][C:5]([CH2:8][N:9]2[CH2:13][CH2:12][S:11][C:10]2=[N:14][OH:15])=[CH:4][N:3]=1.[CH3:16][N:17]=[C:18]=[O:19]. (2) Given the product [Br:6][C:16]1[CH:15]=[N:14][N:18]2[CH:19]=[CH:20][N:21]=[CH:22][C:17]=12, predict the reactants needed to synthesize it. The reactants are: C(=O)([O-])O.[Na+].[Br:6]N1C(=O)CCC1=O.[N:14]1[N:18]2[CH:19]=[CH:20][N:21]=[CH:22][C:17]2=[C:16](C(O)=O)[CH:15]=1. (3) Given the product [F:26][C:21]1[CH:22]=[CH:23][CH:24]=[CH:25][C:20]=1[C:5]1[C:6]([O:9][S:10]([C:13]2[CH:18]=[CH:17][C:16]([CH3:19])=[CH:15][CH:14]=2)(=[O:12])=[O:11])=[N:7][N:8]2[C:4]=1[C:1]([CH3:2])=[N:36][N:35]=[C:27]2[C:28]1[CH:33]=[CH:32][CH:31]=[CH:30][CH:29]=1, predict the reactants needed to synthesize it. The reactants are: [C:1]([C:4]1[NH:8][N:7]=[C:6]([O:9][S:10]([C:13]2[CH:18]=[CH:17][C:16]([CH3:19])=[CH:15][CH:14]=2)(=[O:12])=[O:11])[C:5]=1[C:20]1[CH:25]=[CH:24][CH:23]=[CH:22][C:21]=1[F:26])(=O)[CH3:2].[C:27]([NH:35][NH2:36])(=O)[C:28]1[CH:33]=[CH:32][CH:31]=[CH:30][CH:29]=1. (4) The reactants are: [NH2:1][C:2]1[CH:7]=[CH:6][C:5]([N+:8]([O-:10])=[O:9])=[CH:4][N:3]=1.[C:11]1(=O)[O:16][C:14](=[O:15])[C:13]2=[CH:17][CH:18]=[CH:19][CH:20]=[C:12]12. Given the product [N+:8]([C:5]1[CH:6]=[CH:7][C:2]([N:1]2[C:14](=[O:15])[C:13]3[C:12](=[CH:20][CH:19]=[CH:18][CH:17]=3)[C:11]2=[O:16])=[N:3][CH:4]=1)([O-:10])=[O:9], predict the reactants needed to synthesize it.